Task: Predict the reactants needed to synthesize the given product.. Dataset: Full USPTO retrosynthesis dataset with 1.9M reactions from patents (1976-2016) (1) The reactants are: [Cl:1][C:2]1[C:8]([Cl:9])=[CH:7][CH:6]=[CH:5][C:3]=1[NH2:4].[Br:10][C:11]1[CH:12]=[C:13]([C:18](Cl)=[O:19])[C:14]([Cl:17])=[N:15][CH:16]=1. Given the product [Br:10][C:11]1[CH:12]=[C:13]([C:18]([NH:4][C:3]2[CH:5]=[CH:6][CH:7]=[C:8]([Cl:9])[C:2]=2[Cl:1])=[O:19])[C:14]([Cl:17])=[N:15][CH:16]=1, predict the reactants needed to synthesize it. (2) Given the product [Br:10][CH2:11][CH2:12][CH2:13][O:9][C:4]1[CH:3]=[C:2]([F:1])[CH:7]=[C:6]([F:8])[CH:5]=1, predict the reactants needed to synthesize it. The reactants are: [F:1][C:2]1[CH:3]=[C:4]([OH:9])[CH:5]=[C:6]([F:8])[CH:7]=1.[Br:10][CH2:11][CH2:12][CH2:13]Br. (3) Given the product [C:1]([N:4]1[C:13]2[C:8](=[CH:9][CH:10]=[C:11]3[CH:17]=[CH:16][CH:15]=[CH:14][C:12]3=2)[C@H:7]([NH:18][C:24]2[CH:25]=[CH:26][C:21]([Cl:20])=[CH:22][CH:23]=2)[CH2:6][C@@H:5]1[CH3:19])(=[O:3])[CH3:2], predict the reactants needed to synthesize it. The reactants are: [C:1]([N:4]1[C:13]2[C:8](=[CH:9][CH:10]=[C:11]3[CH:17]=[CH:16][CH:15]=[CH:14][C:12]3=2)[C@H:7]([NH2:18])[CH2:6][C@@H:5]1[CH3:19])(=[O:3])[CH3:2].[Cl:20][C:21]1[CH:26]=[CH:25][C:24](B(O)O)=[CH:23][CH:22]=1.N1C=CC=CC=1. (4) Given the product [Cl:1][C:2]1[CH:3]=[C:4]([O:11][C:12]2[CH:19]=[CH:18][C:15]([C:16]([NH2:17])=[O:29])=[CH:14][C:13]=2[C:20]2[C:21]([O:26][CH3:27])=[N:22][CH:23]=[CH:24][CH:25]=2)[CH:5]=[N:6][C:7]=1[CH:8]1[CH2:10][CH2:9]1, predict the reactants needed to synthesize it. The reactants are: [Cl:1][C:2]1[CH:3]=[C:4]([O:11][C:12]2[CH:19]=[CH:18][C:15]([C:16]#[N:17])=[CH:14][C:13]=2[C:20]2[C:21]([O:26][CH3:27])=[N:22][CH:23]=[CH:24][CH:25]=2)[CH:5]=[N:6][C:7]=1[CH:8]1[CH2:10][CH2:9]1.C(=O)([O-])[O-:29].[K+].[K+].OO.O. (5) Given the product [C:20]([O:19][C:17]([NH:1][CH:2]1[CH2:6][CH:5]([C:7]([O:9][CH2:10][CH3:11])=[O:8])[CH:4]([CH2:12][CH3:13])[CH2:3]1)=[O:18])([CH3:23])([CH3:22])[CH3:21], predict the reactants needed to synthesize it. The reactants are: [NH2:1][CH:2]1[CH2:6][CH:5]([C:7]([O:9][CH2:10][CH3:11])=[O:8])[CH:4]([CH2:12][CH3:13])[CH2:3]1.C(Cl)Cl.[C:17](O[C:17]([O:19][C:20]([CH3:23])([CH3:22])[CH3:21])=[O:18])([O:19][C:20]([CH3:23])([CH3:22])[CH3:21])=[O:18]. (6) Given the product [NH:13]1[C:14]2[CH:19]=[CH:18][CH:17]=[CH:16][C:15]=2[N:11]=[C:12]1[C@H:8]([NH:9][C:10]([NH:31][CH2:30][CH:27]1[CH2:28][CH2:29][N:24]([CH3:23])[CH2:25][CH2:26]1)=[O:20])[CH2:7][C:6]1[CH:5]=[CH:4][C:3]([O:2][CH3:1])=[CH:22][CH:21]=1, predict the reactants needed to synthesize it. The reactants are: [CH3:1][O:2][C:3]1[CH:22]=[CH:21][C:6]([CH2:7][C@@H:8]2[C:12]3=[N:13][C:14]4[CH:19]=[CH:18][CH:17]=[CH:16][C:15]=4[N:11]3[C:10](=[O:20])[NH:9]2)=[CH:5][CH:4]=1.[CH3:23][N:24]1[CH2:29][CH2:28][CH:27]([CH2:30][NH2:31])[CH2:26][CH2:25]1.C(O)(C(F)(F)F)=O.